This data is from Reaction yield outcomes from USPTO patents with 853,638 reactions. The task is: Predict the reaction yield, written as a fraction of the theoretical maximum amount of product (1.0 means a 100% yield; for example, 0.34 means a 34% yield). (1) The reactants are C([O:8][C:9]([CH:11]([CH2:31][CH2:32][C:33]([O:35]CC1C=CC=CC=1)=[O:34])[CH2:12][P:13]([CH2:23][C:24]1[CH:29]=[CH:28][C:27]([CH3:30])=[CH:26][CH:25]=1)(=[O:22])[O:14]CC1C=CC=CC=1)=[O:10])C1C=CC=CC=1. The catalyst is C(O)C.[Pd]. The product is [CH3:30][C:27]1[CH:28]=[CH:29][C:24]([CH2:23][P:13]([CH2:12][CH:11]([CH2:31][CH2:32][C:33]([OH:35])=[O:34])[C:9]([OH:10])=[O:8])([OH:22])=[O:14])=[CH:25][CH:26]=1. The yield is 0.550. (2) The reactants are [NH2:1][C:2]1[S:6][N:5]=[C:4]([CH3:7])[C:3]=1[C:8]#[N:9].CCN(CC)CC.[C:17](Cl)(=[O:21])[CH2:18][CH2:19][CH3:20]. The catalyst is C(Cl)Cl. The product is [C:8]([C:3]1[C:4]([CH3:7])=[N:5][S:6][C:2]=1[NH:1][C:17](=[O:21])[CH2:18][CH2:19][CH3:20])#[N:9]. The yield is 0.950. (3) The reactants are [NH2:1][C:2]1[CH:27]=[CH:26][C:5]([O:6][C:7]2[CH:8]=[C:9]([CH:23]=[CH:24][CH:25]=2)[C:10]([NH:12][C:13]2[CH:18]=[CH:17][CH:16]=[C:15]([C:19]([F:22])([F:21])[F:20])[CH:14]=2)=[O:11])=[CH:4][CH:3]=1.[S-:28][C:29]#[N:30].[K+].BrBr. No catalyst specified. The product is [NH2:30][C:29]1[S:28][C:3]2[CH:4]=[C:5]([O:6][C:7]3[CH:8]=[C:9]([CH:23]=[CH:24][CH:25]=3)[C:10]([NH:12][C:13]3[CH:18]=[CH:17][CH:16]=[C:15]([C:19]([F:20])([F:21])[F:22])[CH:14]=3)=[O:11])[CH:26]=[CH:27][C:2]=2[N:1]=1. The yield is 0.790. (4) The reactants are O1CCC[O:3][CH:2]1[C:7]1[C:12]2[O:13][C:14](=[O:27])[C:15]3[CH2:16][N:17]([C:21]([O:23][CH2:24][CH:25]=[CH2:26])=[O:22])[CH2:18][CH2:19][C:20]=3[C:11]=2[CH:10]=[CH:9][C:8]=1[OH:28].[C:29]([O-])([O-])=O.[K+].[K+].IC. The catalyst is CN(C=O)C.[NH4+].[Cl-]. The product is [CH:2]([C:7]1[C:12]2[O:13][C:14](=[O:27])[C:15]3[CH2:16][N:17]([C:21]([O:23][CH2:24][CH:25]=[CH2:26])=[O:22])[CH2:18][CH2:19][C:20]=3[C:11]=2[CH:10]=[CH:9][C:8]=1[O:28][CH3:29])=[O:3]. The yield is 0.670.